This data is from Catalyst prediction with 721,799 reactions and 888 catalyst types from USPTO. The task is: Predict which catalyst facilitates the given reaction. (1) Reactant: [CH3:1][O:2][C:3]1[CH:8]=[CH:7][C:6]([NH:9][C:10]2[N:24]=[C:13]3[C:14]([C:18]4[CH2:19][CH2:20][NH:21][CH2:22][CH:23]=4)=[CH:15][CH:16]=[CH:17][N:12]3[N:11]=2)=[CH:5][CH:4]=1.C(N(CC)CC)C.[CH3:32][S:33](Cl)(=[O:35])=[O:34]. Product: [CH3:32][S:33]([N:21]1[CH2:20][CH:19]=[C:18]([C:14]2[C:13]3[N:12]([N:11]=[C:10]([NH:9][C:6]4[CH:5]=[CH:4][C:3]([O:2][CH3:1])=[CH:8][CH:7]=4)[N:24]=3)[CH:17]=[CH:16][CH:15]=2)[CH2:23][CH2:22]1)(=[O:35])=[O:34]. The catalyst class is: 46. (2) Reactant: [CH3:1][C:2]1[C:3]([C:28]2[CH:33]=[CH:32][C:31]([O:34][CH3:35])=[CH:30][CH:29]=2)=[C:4]([O:14][C:15]2[CH:20]=[CH:19][C:18](/[CH:21]=[CH:22]/[C:23]([O:25]CC)=[O:24])=[CH:17][CH:16]=2)[C:5]2[C:10]([CH:11]=1)=[CH:9][C:8]([O:12][CH3:13])=[CH:7][CH:6]=2.[OH-].[Na+]. Product: [CH3:1][C:2]1[C:3]([C:28]2[CH:29]=[CH:30][C:31]([O:34][CH3:35])=[CH:32][CH:33]=2)=[C:4]([O:14][C:15]2[CH:16]=[CH:17][C:18](/[CH:21]=[CH:22]/[C:23]([OH:25])=[O:24])=[CH:19][CH:20]=2)[C:5]2[C:10]([CH:11]=1)=[CH:9][C:8]([O:12][CH3:13])=[CH:7][CH:6]=2. The catalyst class is: 242. (3) Reactant: [O:1]1[CH:5]=[C:4]([C:6]2[C:10]3[CH2:11][N:12](C(OC(C)(C)C)=O)[CH2:13][CH2:14][C:9]=3[NH:8][N:7]=2)[N:3]=[CH:2]1.Cl.O1CCOCC1. Product: [NH:8]1[C:9]2[CH2:14][CH2:13][NH:12][CH2:11][C:10]=2[C:6]([C:4]2[N:3]=[CH:2][O:1][CH:5]=2)=[N:7]1. The catalyst class is: 12. (4) Reactant: [CH3:1][C:2]1[CH:7]=[CH:6][CH:5]=[C:4]([CH3:8])[C:3]=1[NH:9][C:10](=[O:32])[CH2:11][N:12]1[CH2:17][CH2:16][N:15]([CH2:18][CH:19]([OH:31])[CH2:20][O:21][CH:22]2CC3C(=CC=CC=3)C2)[CH2:14][CH2:13]1.[F:33][C:34]([F:44])([F:43])[C:35]1[CH:42]=[CH:41][C:38](CO)=[CH:37][CH:36]=1. Product: [CH3:1][C:2]1[CH:7]=[CH:6][CH:5]=[C:4]([CH3:8])[C:3]=1[NH:9][C:10](=[O:32])[CH2:11][N:12]1[CH2:17][CH2:16][N:15]([CH2:18][CH:19]([OH:31])[CH2:20][O:21][CH2:22][C:38]2[CH:41]=[CH:42][C:35]([C:34]([F:44])([F:43])[F:33])=[CH:36][CH:37]=2)[CH2:14][CH2:13]1. The catalyst class is: 41. (5) Reactant: [CH3:1][O:2][C:3]1[CH:4]=[C:5]2[C:10](=[CH:11][CH:12]=1)[CH:9]=[C:8]([N:13]1[CH2:18][CH2:17][C:16]3([CH2:23][CH2:22][NH:21][CH2:20][CH2:19]3)[CH2:15][CH2:14]1)[CH:7]=[CH:6]2.C=O.[C:26](O[BH-](OC(=O)C)OC(=O)C)(=O)C.[Na+]. Product: [CH3:1][O:2][C:3]1[CH:4]=[C:5]2[C:10](=[CH:11][CH:12]=1)[CH:9]=[C:8]([N:13]1[CH2:18][CH2:17][C:16]3([CH2:23][CH2:22][N:21]([CH3:26])[CH2:20][CH2:19]3)[CH2:15][CH2:14]1)[CH:7]=[CH:6]2. The catalyst class is: 68. (6) Reactant: CC1(C)O[C:7](=[O:8])[CH2:6][C:4](=[O:5])[O:3]1.[CH2:11]([N:18]([CH3:28])[C:19]1[CH:26]=[CH:25][C:22]([CH:23]=O)=[C:21]([OH:27])[CH:20]=1)[C:12]1[CH:17]=[CH:16][CH:15]=[CH:14][CH:13]=1.N1CCCCC1.C(O)(=O)C. Product: [CH2:11]([N:18]([CH3:28])[C:19]1[CH:20]=[C:21]2[C:22]([CH:23]=[C:6]([C:4]([OH:5])=[O:3])[C:7](=[O:8])[O:27]2)=[CH:25][CH:26]=1)[C:12]1[CH:17]=[CH:16][CH:15]=[CH:14][CH:13]=1. The catalyst class is: 14. (7) Reactant: [CH3:1][O:2][C:3]1[CH:4]=[C:5]2[C:10](=[CH:11][C:12]=1[O:13][CH3:14])[N:9]=[CH:8][CH:7]=[C:6]2[O:15][C:16]1[C:22]([CH3:23])=[CH:21][C:19]([NH2:20])=[C:18]([CH3:24])[CH:17]=1.C(N(CC)CC)C.ClC(Cl)(O[C:36](=[O:42])OC(Cl)(Cl)Cl)Cl.[S:44]1[CH:48]=[CH:47][N:46]=[C:45]1[C@@H:49]([NH2:51])[CH3:50]. Product: [CH3:1][O:2][C:3]1[CH:4]=[C:5]2[C:10](=[CH:11][C:12]=1[O:13][CH3:14])[N:9]=[CH:8][CH:7]=[C:6]2[O:15][C:16]1[C:22]([CH3:23])=[CH:21][C:19]([NH:20][C:36]([NH:51][C@H:49]([C:45]2[S:44][CH:48]=[CH:47][N:46]=2)[CH3:50])=[O:42])=[C:18]([CH3:24])[CH:17]=1. The catalyst class is: 22.